Dataset: Reaction yield outcomes from USPTO patents with 853,638 reactions. Task: Predict the reaction yield, written as a fraction of the theoretical maximum amount of product (1.0 means a 100% yield; for example, 0.34 means a 34% yield). (1) The reactants are [F:1][C:2]1[CH:7]=[CH:6][C:5]([F:8])=[CH:4][C:3]=1[CH:9]([S:20]([C:23]1[CH:28]=[CH:27][C:26]([F:29])=[CH:25][CH:24]=1)(=[O:22])=[O:21])[C:10]1[C:11]([CH3:19])=[CH:12][C:13]([C:16](O)=[O:17])=[N:14][CH:15]=1.F[P-](F)(F)(F)(F)F.[N:37]1(O[P+](N2CCCC2)(N2CCCC2)N2CCCC2)C2C=CC=CC=2N=N1.ON1C2C=CC=CC=2N=N1.[Cl-].[NH4+].C(N(C(C)C)C(C)C)C. The catalyst is CN(C)C=O.O.C(OCC)(=O)C. The product is [F:1][C:2]1[CH:7]=[CH:6][C:5]([F:8])=[CH:4][C:3]=1[CH:9]([S:20]([C:23]1[CH:28]=[CH:27][C:26]([F:29])=[CH:25][CH:24]=1)(=[O:21])=[O:22])[C:10]1[C:11]([CH3:19])=[CH:12][C:13]([C:16]([NH2:37])=[O:17])=[N:14][CH:15]=1. The yield is 0.730. (2) The reactants are [C:1]([O:5][C:6](=[O:37])[NH:7][C:8]1[CH:13]=[CH:12][CH:11]=[C:10]([C:14]2[CH:19]=[CH:18][C:17]([S:20]([N:23]3[CH2:27][CH2:26][CH2:25][CH:24]3[C:28](C)(C)[O:29][SiH2]C(C)(C)C)(=[O:22])=[O:21])=[CH:16][CH:15]=2)[N:9]=1)([CH3:4])([CH3:3])[CH3:2].CCCC[N+](CCCC)(CCCC)CCCC.[F-]. The catalyst is C(Cl)Cl. The product is [C:1]([O:5][C:6](=[O:37])[NH:7][C:8]1[CH:13]=[CH:12][CH:11]=[C:10]([C:14]2[CH:19]=[CH:18][C:17]([S:20]([N:23]3[CH2:27][CH2:26][CH2:25][CH:24]3[CH2:28][OH:29])(=[O:22])=[O:21])=[CH:16][CH:15]=2)[N:9]=1)([CH3:4])([CH3:2])[CH3:3]. The yield is 0.860. (3) The reactants are [Cl:1][C:2]1[CH:10]=[C:9]2[C:5]([C:6]([CH:11]=[O:12])=[CH:7][NH:8]2)=[CH:4][C:3]=1[C:13]1[CH:14]=[N:15][C:16]([N:19]2[CH2:24][CH2:23][O:22][CH2:21][CH2:20]2)=[N:17][CH:18]=1.CC(=CC)C.Cl([O-])=[O:31].[Na+].O.O.OP([O-])(O)=O.[Na+]. The catalyst is C(#N)C.O.C(O)(C)(C)C. The product is [Cl:1][C:2]1[CH:10]=[C:9]2[C:5]([C:6]([C:11]([OH:31])=[O:12])=[CH:7][NH:8]2)=[CH:4][C:3]=1[C:13]1[CH:14]=[N:15][C:16]([N:19]2[CH2:24][CH2:23][O:22][CH2:21][CH2:20]2)=[N:17][CH:18]=1. The yield is 0.406. (4) The reactants are [CH2:1]([O:8][C:9]([N:11]1[CH2:15][CH2:14][C@@H:13]([C:16]2([NH:19][C:20]([O:22][C:23]([CH3:26])([CH3:25])[CH3:24])=[O:21])[CH2:18][CH2:17]2)[CH2:12]1)=[O:10])[C:2]1[CH:7]=[CH:6][CH:5]=[CH:4][CH:3]=1.[CH3:27]I. The catalyst is [Ag]=O.CN(C=O)C. The product is [CH2:1]([O:8][C:9]([N:11]1[CH2:15][CH2:14][C@@H:13]([C:16]2([N:19]([C:20]([O:22][C:23]([CH3:26])([CH3:25])[CH3:24])=[O:21])[CH3:27])[CH2:18][CH2:17]2)[CH2:12]1)=[O:10])[C:2]1[CH:3]=[CH:4][CH:5]=[CH:6][CH:7]=1. The yield is 0.890. (5) The reactants are [CH3:1][O:2][C:3]([N:5]1[CH2:10][CH2:9][N:8]([C:11]2[CH:12]=[CH:13][C:14]3[CH2:15][N:16](C(OC(C)(C)C)=O)[CH2:17][CH2:18][O:19][C:20]=3[N:21]=2)[CH2:7][CH2:6]1)=[O:4]. The catalyst is Cl.C(OCC)(=O)C.C(OCC)(=O)C. The product is [O:19]1[C:20]2[N:21]=[C:11]([N:8]3[CH2:9][CH2:10][N:5]([C:3]([O:2][CH3:1])=[O:4])[CH2:6][CH2:7]3)[CH:12]=[CH:13][C:14]=2[CH2:15][NH:16][CH2:17][CH2:18]1. The yield is 0.830. (6) The reactants are C([C:4]1[CH:8]=[CH:7][S:6]C=1)(=O)C.[S:9]1[CH:13]=[CH:12][C:11]([C:14]([CH2:16][C:17]#[N:18])=[O:15])=[CH:10]1.N1CCOC[CH2:20]1.[S]. The catalyst is CC(=O)CC. The product is [NH2:18][C:17]1[S:6][C:7]([CH3:20])=[C:8]([CH3:4])[C:16]=1[C:14]([C:11]1[CH:12]=[CH:13][S:9][CH:10]=1)=[O:15]. The yield is 0.380. (7) The reactants are [CH3:1][C:2](=[CH2:15])[CH2:3][O:4][C:5]1[CH:6]=[C:7]([OH:14])[CH:8]=[CH:9][C:10]=1[N+:11]([O-])=O.S(S([O-])=O)([O-])=O.[Na+].[Na+].Cl.[OH-].[Na+]. The catalyst is O. The product is [NH2:11][C:10]1[CH:9]=[CH:8][C:7]([OH:14])=[CH:6][C:5]=1[O:4][CH2:3][C:2]([CH3:15])=[CH2:1]. The yield is 0.950. (8) The reactants are [Cl:1][C:2]1[CH:24]=[CH:23][C:5]([CH2:6][C:7]2[N:8]=[C:9]([C:17]3[CH2:18][CH2:19][O:20][CH2:21][CH:22]=3)[S:10][C:11]=2[C:12]([O:14]CC)=[O:13])=[CH:4][CH:3]=1.O1CCCC1.CO.[OH-].[Li+].Cl. The catalyst is CCOC(C)=O. The product is [Cl:1][C:2]1[CH:24]=[CH:23][C:5]([CH2:6][C:7]2[N:8]=[C:9]([C:17]3[CH2:18][CH2:19][O:20][CH2:21][CH:22]=3)[S:10][C:11]=2[C:12]([OH:14])=[O:13])=[CH:4][CH:3]=1. The yield is 0.530. (9) The product is [F:6][C:7]1[CH:8]=[C:9]([CH:22]=[CH:23][CH:24]=1)[CH2:10][N:11]1[CH:16]=[CH:15][C:14]([OH:17])=[C:13]([C:19]#[N:20])[C:12]1=[O:21]. The catalyst is CN(C=O)C. The yield is 0.910. The reactants are [H-].[Na+].C(S)C.[F:6][C:7]1[CH:8]=[C:9]([CH:22]=[CH:23][CH:24]=1)[CH2:10][N:11]1[CH:16]=[CH:15][C:14]([O:17]C)=[C:13]([C:19]#[N:20])[C:12]1=[O:21].Cl.